Dataset: Full USPTO retrosynthesis dataset with 1.9M reactions from patents (1976-2016). Task: Predict the reactants needed to synthesize the given product. Given the product [C:16]([C:12]1[CH:11]=[C:10]2[C:15](=[CH:14][CH:13]=1)[N:7]([CH2:6][O:5][CH2:4][CH2:3][Si:2]([CH3:22])([CH3:1])[CH3:23])[N:8]=[CH:9]2)#[CH:17], predict the reactants needed to synthesize it. The reactants are: [CH3:1][Si:2]([CH3:23])([CH3:22])[CH2:3][CH2:4][O:5][CH2:6][N:7]1[C:15]2[C:10](=[CH:11][C:12]([C:16]#[C:17][Si](C)(C)C)=[CH:13][CH:14]=2)[CH:9]=[N:8]1.O.[F-].C([N+](CCCC)(CCCC)CCCC)CCC.C(#N)C.